Task: Predict the product of the given reaction.. Dataset: Forward reaction prediction with 1.9M reactions from USPTO patents (1976-2016) (1) Given the reactants [Cl:1][C:2]1[C:3]2[CH:10]=[C:9]([C:11]([O-:13])=O)[N:8]([CH3:14])[C:4]=2[N:5]=[CH:6][N:7]=1.[Li+].C(Cl)(=O)C(Cl)=O.[CH3:22][N:23](C=O)[CH3:24].N(C)C, predict the reaction product. The product is: [Cl:1][C:2]1[C:3]2[CH:10]=[C:9]([C:11]([N:23]([CH3:24])[CH3:22])=[O:13])[N:8]([CH3:14])[C:4]=2[N:5]=[CH:6][N:7]=1. (2) Given the reactants [CH3:1][N:2]1[C:6]2[CH:7]=[C:8]([C:11]([OH:13])=O)[CH:9]=[CH:10][C:5]=2[N:4]=[N:3]1.C(N1C=CN=C1)(N1C=CN=C1)=O.Cl.[CH3:27][NH:28][O:29][CH3:30], predict the reaction product. The product is: [CH3:30][O:29][N:28]([CH3:27])[C:11]([C:8]1[CH:9]=[CH:10][C:5]2[N:4]=[N:3][N:2]([CH3:1])[C:6]=2[CH:7]=1)=[O:13]. (3) Given the reactants C([O:3][C:4](=[O:31])[CH2:5][CH:6]1[S:10][C:9]([C:11]2[NH:12][C:13]3[C:18]([CH:19]=2)=[C:17]([CH3:20])[CH:16]=[CH:15][C:14]=3[N:21]([CH3:30])[S:22]([C:25]2[S:26][CH:27]=[CH:28][CH:29]=2)(=[O:24])=[O:23])=[N:8][CH2:7]1)C.[OH-].[K+].C(O)(=O)CC(CC(O)=O)(C(O)=O)O, predict the reaction product. The product is: [CH3:20][C:17]1[CH:16]=[CH:15][C:14]([N:21]([CH3:30])[S:22]([C:25]2[S:26][CH:27]=[CH:28][CH:29]=2)(=[O:24])=[O:23])=[C:13]2[C:18]=1[CH:19]=[C:11]([C:9]1[S:10][CH:6]([CH2:5][C:4]([OH:31])=[O:3])[CH2:7][N:8]=1)[NH:12]2. (4) Given the reactants [Cl:1][C:2]1[N:9]=[CH:8][C:7]([C:10]2[CH:15]=[CH:14][CH:13]=[CH:12][CH:11]=2)=[CH:6][C:3]=1[CH:4]=[O:5].[CH2:16]1N2CCN(CC2)[CH2:17]1.[C:24]([O-:28])(=[O:27])[CH:25]=[CH2:26], predict the reaction product. The product is: [Cl:1][C:2]1[C:3]([CH:4]([OH:5])[C:25](=[CH2:26])[C:24]([O:28][CH2:16][CH3:17])=[O:27])=[CH:6][C:7]([C:10]2[CH:11]=[CH:12][CH:13]=[CH:14][CH:15]=2)=[CH:8][N:9]=1. (5) Given the reactants [C:1]1(C)[CH:6]=[CH:5][C:4](S(O)(=O)=O)=[CH:3][CH:2]=1.[CH2:12]([OH:16])[CH2:13][CH2:14][OH:15], predict the reaction product. The product is: [O:15]1[C:1]2([CH:2]=[CH:3][C:4]3([O:16][CH2:12][CH2:13][CH2:14][O:15]3)[CH:5]=[CH:6]2)[O:16][CH2:12][CH2:13][CH2:14]1. (6) Given the reactants [CH2:1]([O:8][C:9](=[O:21])[NH:10][C@H:11]([C:16]1[N:17]=[N:18][NH:19][N:20]=1)[C:12]([CH3:15])([CH3:14])[CH3:13])[C:2]1[CH:7]=[CH:6][CH:5]=[CH:4][CH:3]=1.[C:22](=O)([O-])[O-].[K+].[K+].CI, predict the reaction product. The product is: [CH2:1]([O:8][C:9](=[O:21])[NH:10][C@H:11]([C:16]1[N:20]=[N:19][N:18]([CH3:22])[N:17]=1)[C:12]([CH3:15])([CH3:14])[CH3:13])[C:2]1[CH:3]=[CH:4][CH:5]=[CH:6][CH:7]=1.